From a dataset of Catalyst prediction with 721,799 reactions and 888 catalyst types from USPTO. Predict which catalyst facilitates the given reaction. (1) Reactant: C(O)(C(F)(F)F)=O.[CH3:8][O:9][CH2:10][C@H:11]([CH3:45])[O:12][C:13]1[CH:14]=[C:15]([CH:31]=[C:32]([O:34][C:35]2[CH:40]=[CH:39][C:38]([S:41]([CH3:44])(=[O:43])=[O:42])=[CH:37][CH:36]=2)[CH:33]=1)[C:16]([NH:18][C:19]1[CH:23]=[CH:22][N:21](C(OC(C)(C)C)=O)[N:20]=1)=[O:17]. Product: [CH3:8][O:9][CH2:10][C@H:11]([CH3:45])[O:12][C:13]1[CH:14]=[C:15]([CH:31]=[C:32]([O:34][C:35]2[CH:36]=[CH:37][C:38]([S:41]([CH3:44])(=[O:42])=[O:43])=[CH:39][CH:40]=2)[CH:33]=1)[C:16]([NH:18][C:19]1[CH:23]=[CH:22][NH:21][N:20]=1)=[O:17]. The catalyst class is: 2. (2) Reactant: [CH:1]1([C:4]2[N:8]=[C:7]([C:9]3[C:10]4[CH2:18][CH2:17][CH:16]([CH2:19][CH3:20])[CH2:15][C:11]=4[S:12][C:13]=3[NH2:14])[O:6][N:5]=2)[CH2:3][CH2:2]1.[C:21]12[C:29](=[O:30])[O:28][C:26](=[O:27])[C:22]=1[CH2:23][CH2:24][CH2:25]2. Product: [CH:1]1([C:4]2[N:8]=[C:7]([C:9]3[C:10]4[CH2:18][CH2:17][CH:16]([CH2:19][CH3:20])[CH2:15][C:11]=4[S:12][C:13]=3[NH:14][C:29]([C:21]3[CH2:25][CH2:24][CH2:23][C:22]=3[C:26]([OH:28])=[O:27])=[O:30])[O:6][N:5]=2)[CH2:3][CH2:2]1. The catalyst class is: 61. (3) Reactant: [Si]([O:8][CH2:9][C:10]1[CH:11]=[C:12]([CH2:17][CH:18]([O:24][CH:25]([CH3:27])C)[C:19]([O:21][CH2:22][CH3:23])=[O:20])[CH:13]=[CH:14][C:15]=1[F:16])(C(C)(C)C)(C)C.[F-].[CH2:29]([N+](CCCC)(CCCC)CCCC)CCC. The catalyst class is: 30. Product: [F:16][C:15]1[CH:14]=[CH:13][C:12]([CH2:17][CH:18]([O:24][CH2:25][CH2:27][CH3:29])[C:19]([O:21][CH2:22][CH3:23])=[O:20])=[CH:11][C:10]=1[CH2:9][OH:8]. (4) Reactant: [C:1]1(=[O:11])[C:9]2[C:4](=[CH:5][CH:6]=[CH:7][CH:8]=2)[C:3](=[O:10])O1.[F:12][C:13]([F:25])([F:24])[C:14]1[CH:15]=[C:16]2[C:20](=[CH:21][CH:22]=1)[NH:19][N:18]=[C:17]2[NH2:23]. Product: [F:25][C:13]([F:12])([F:24])[C:14]1[CH:15]=[C:16]2[C:20](=[CH:21][CH:22]=1)[NH:19][N:18]=[C:17]2[N:23]1[C:3](=[O:10])[C:4]2[C:9](=[CH:8][CH:7]=[CH:6][CH:5]=2)[C:1]1=[O:11]. The catalyst class is: 12. (5) Reactant: CC(C)([O-])C.[K+].[Cl:7][C:8]1[CH:9]=[CH:10][C:11]2[N:12]=[C:13]([NH2:23])[N:14]=[C:15](N3C=NC=N3)[C:16]=2[N:17]=1.[F:24][CH2:25][CH2:26][OH:27]. Product: [Cl:7][C:8]1[CH:9]=[CH:10][C:11]2[N:12]=[C:13]([NH2:23])[N:14]=[C:15]([O:27][CH2:26][CH2:25][F:24])[C:16]=2[N:17]=1. The catalyst class is: 2. (6) Reactant: [Br:1][C:2]1[CH:10]=[C:9]2[C:5]([CH2:6][C:7]3([CH2:27][CH2:26][CH:25]([O:28][CH3:29])[CH2:24][CH2:23]3)[C:8]2([NH:16][S:17]([C:19]([CH3:22])([CH3:21])[CH3:20])=[O:18])[C:11]([O:13][CH2:14][CH3:15])=C)=[CH:4][CH:3]=1.C[O:31]C1C=CC(P2(SP(C3C=CC(OC)=CC=3)(=S)S2)=S)=CC=1. Product: [Br:1][C:2]1[CH:10]=[C:9]2[C:5]([CH2:6][C:7]3([CH2:27][CH2:26][CH:25]([O:28][CH3:29])[CH2:24][CH2:23]3)[C:8]2([NH:16][S:17]([C:19]([CH3:21])([CH3:22])[CH3:20])=[O:18])[C:11]([O:13][CH2:14][CH3:15])=[O:31])=[CH:4][CH:3]=1. The catalyst class is: 12. (7) Reactant: CON(C)[C:4](=[O:14])[C:5]([C:8]1[CH:13]=[CH:12][CH:11]=[CH:10][CH:9]=1)([CH3:7])[CH3:6].[Li]C.[CH3:18]COCC.Cl. Product: [CH3:6][C:5]([C:8]1[CH:13]=[CH:12][CH:11]=[CH:10][CH:9]=1)([CH3:7])[C:4](=[O:14])[CH3:18]. The catalyst class is: 1.